From a dataset of Forward reaction prediction with 1.9M reactions from USPTO patents (1976-2016). Predict the product of the given reaction. (1) The product is: [Br:35][C:32]1[CH:31]=[C:28]2[C:27](=[N:34][CH:33]=1)[NH:26][C:4](=[O:19])[C:5]([N:6]1[CH2:7][CH2:8][N:9]([C:12]([O:14][C:15]([CH3:16])([CH3:17])[CH3:18])=[O:13])[CH2:10][CH2:11]1)=[CH:29]2. Given the reactants C(O[C:4](=[O:19])[CH2:5][N:6]1[CH2:11][CH2:10][N:9]([C:12]([O:14][C:15]([CH3:18])([CH3:17])[CH3:16])=[O:13])[CH2:8][CH2:7]1)C.CC(C)([O-])C.[Na+].[NH2:26][C:27]1[N:34]=[CH:33][C:32]([Br:35])=[CH:31][C:28]=1[CH:29]=O, predict the reaction product. (2) Given the reactants Cl[CH2:2][CH2:3][CH2:4][O:5][C:6]1[CH:11]=[CH:10][CH:9]=[C:8]([O:12][CH3:13])[CH:7]=1.[CH3:14][NH2:15], predict the reaction product. The product is: [CH3:13][O:12][C:8]1[CH:7]=[C:6]([CH:11]=[CH:10][CH:9]=1)[O:5][CH2:4][CH2:3][CH2:2][NH:15][CH3:14]. (3) Given the reactants [CH3:1][C:2]1[CH:11]=[CH:10][C:9]2[C:4](=[CH:5][CH:6]=[C:7]([OH:12])[CH:8]=2)[N:3]=1.[CH:13]([C@H:16]1[CH2:21][CH2:20][C@H:19](O)[CH2:18][CH2:17]1)([CH3:15])[CH3:14].C1C=CC(P(C2C=CC=CC=2)C2C=CC=CC=2)=CC=1.CC(OC(/N=N/C(OC(C)C)=O)=O)C, predict the reaction product. The product is: [CH:13]([C@@H:16]1[CH2:21][CH2:20][C@H:19]([O:12][C:7]2[CH:8]=[C:9]3[C:4](=[CH:5][CH:6]=2)[N:3]=[C:2]([CH3:1])[CH:11]=[CH:10]3)[CH2:18][CH2:17]1)([CH3:15])[CH3:14]. (4) Given the reactants Cl[CH2:2][C:3]([NH:5][C:6]1[CH:7]=[C:8]2[C:12](=[CH:13][CH:14]=1)[NH:11][N:10]=[CH:9]2)=[O:4].[F:15][C:16]1[CH:28]=[CH:27][C:19]([CH2:20][CH:21]2[CH2:26][CH2:25][NH:24][CH2:23][CH2:22]2)=[CH:18][CH:17]=1, predict the reaction product. The product is: [F:15][C:16]1[CH:17]=[CH:18][C:19]([CH2:20][CH:21]2[CH2:22][CH2:23][N:24]([CH2:2][C:3]([NH:5][C:6]3[CH:7]=[C:8]4[C:12](=[CH:13][CH:14]=3)[NH:11][N:10]=[CH:9]4)=[O:4])[CH2:25][CH2:26]2)=[CH:27][CH:28]=1. (5) Given the reactants Cl[C:2]1[O:3][C:4]([C:7]2[CH:12]=[CH:11][CH:10]=[CH:9][CH:8]=2)=[CH:5][N:6]=1.[F:13][C:14]([F:33])([F:32])[C:15]1[CH:16]=[C:17]([N:21]2[CH2:26][CH2:25][N:24]([CH2:27][CH2:28][CH2:29][CH2:30]N)[CH2:23][CH2:22]2)[CH:18]=[CH:19][CH:20]=1.C([N:36](CC)CC)C, predict the reaction product. The product is: [F:33][C:14]([F:13])([F:32])[C:15]1[CH:16]=[C:17]([N:21]2[CH2:22][CH2:23][N:24]([CH2:27][CH2:28][CH2:29][CH2:30][C:2]3[O:3][C:4]([C:7]4[CH:12]=[CH:11][CH:10]=[CH:9][CH:8]=4)=[C:5]([NH2:36])[N:6]=3)[CH2:25][CH2:26]2)[CH:18]=[CH:19][CH:20]=1.